This data is from Forward reaction prediction with 1.9M reactions from USPTO patents (1976-2016). The task is: Predict the product of the given reaction. (1) Given the reactants Br[C:2]1[CH:7]=[C:6]([CH2:8][OH:9])[CH:5]=[CH:4][N:3]=1.[C:10]1([OH:16])[CH:15]=[CH:14][CH:13]=[CH:12][CH:11]=1.C(=O)([O-])[O-].[K+].[K+], predict the reaction product. The product is: [O:16]([C:2]1[CH:7]=[C:6]([CH2:8][OH:9])[CH:5]=[CH:4][N:3]=1)[C:10]1[CH:15]=[CH:14][CH:13]=[CH:12][CH:11]=1. (2) Given the reactants [Br:1][C:2]1[CH:27]=[CH:26][C:5]2[N:6]=[C:7]([NH:9][C:10]3[N:15]=[C:14]([NH:16][C@H:17]4[CH2:22][CH2:21][C@H:20]([OH:23])[CH2:19][CH2:18]4)[N:13]=[C:12]([CH:24]=O)[CH:11]=3)[S:8][C:4]=2[CH:3]=1.[CH2:28]([NH:30][CH2:31][CH3:32])[CH3:29].C(O[BH-](OC(=O)C)OC(=O)C)(=O)C.[Na+].C(=O)(O)[O-].[Na+], predict the reaction product. The product is: [Br:1][C:2]1[CH:27]=[CH:26][C:5]2[N:6]=[C:7]([NH:9][C:10]3[CH:11]=[C:12]([CH2:24][N:30]([CH2:31][CH3:32])[CH2:28][CH3:29])[N:13]=[C:14]([NH:16][C@H:17]4[CH2:22][CH2:21][C@H:20]([OH:23])[CH2:19][CH2:18]4)[N:15]=3)[S:8][C:4]=2[CH:3]=1.